From a dataset of Catalyst prediction with 721,799 reactions and 888 catalyst types from USPTO. Predict which catalyst facilitates the given reaction. (1) Reactant: [N:1]([CH2:4][C:5]([C:7]1[S:11][C:10]([NH:12][C:13](=[O:16])[O:14][CH3:15])=[C:9](Br)[CH:8]=1)=[O:6])=[N+]=[N-].[ClH:18]. The catalyst class is: 349. Product: [ClH:18].[NH2:1][CH2:4][C:5]([C:7]1[S:11][C:10]([NH:12][C:13](=[O:16])[O:14][CH3:15])=[CH:9][CH:8]=1)=[O:6]. (2) Reactant: [NH2:1][C:2]1[CH:7]=[C:6]([Br:8])[N:5]=[C:4]([C:9]([O:11]C)=[O:10])[C:3]=1[O:13][CH3:14].[OH-].[Na+]. Product: [NH2:1][C:2]1[CH:7]=[C:6]([Br:8])[N:5]=[C:4]([C:9]([OH:11])=[O:10])[C:3]=1[O:13][CH3:14]. The catalyst class is: 5. (3) Reactant: [F:1][C:2]1[C:3]([NH:19][C@@H:20]2[CH2:25][CH2:24][CH2:23][N:22]([C:26](=[O:29])[CH:27]=[CH2:28])[CH2:21]2)=[N:4][C:5]([NH:8][C:9]2[CH:10]=[C:11]3[C:16](=[CH:17][CH:18]=2)[CH2:15][NH:14][CH2:13][CH2:12]3)=[N:6][CH:7]=1.[CH:30]1([CH:33]=O)[CH2:32][CH2:31]1.C(N(CC)CC)C.C(O[BH-](OC(=O)C)OC(=O)C)(=O)C.[Na+]. Product: [CH:30]1([CH2:33][N:14]2[CH2:13][CH2:12][C:11]3[C:16](=[CH:17][CH:18]=[C:9]([NH:8][C:5]4[N:4]=[C:3]([NH:19][C@@H:20]5[CH2:25][CH2:24][CH2:23][N:22]([C:26](=[O:29])[CH:27]=[CH2:28])[CH2:21]5)[C:2]([F:1])=[CH:7][N:6]=4)[CH:10]=3)[CH2:15]2)[CH2:32][CH2:31]1. The catalyst class is: 34. (4) Reactant: [N+:1]([C:4]1[CH:9]=[CH:8][C:7]([CH2:10][CH2:11][C:12]#[N:13])=[CH:6][CH:5]=1)([O-])=O. Product: [NH2:1][C:4]1[CH:5]=[CH:6][C:7]([CH2:10][CH2:11][C:12]#[N:13])=[CH:8][CH:9]=1. The catalyst class is: 19. (5) Reactant: Br[CH2:2][C:3]1[O:4][C:5]([C:8]([F:11])([F:10])[F:9])=[CH:6][CH:7]=1.CC1(C)C(C)(C)OB([C:20]2[CH:21]=[C:22]3[C:26](=[CH:27][CH:28]=2)[CH2:25][C@H:24]([NH:29][S:30]([CH:33]([CH3:35])[CH3:34])(=[O:32])=[O:31])[CH2:23]3)O1. Product: [F:9][C:8]([F:11])([F:10])[C:5]1[O:4][C:3]([CH2:2][C:20]2[CH:21]=[C:22]3[C:26](=[CH:27][CH:28]=2)[CH2:25][C@H:24]([NH:29][S:30]([CH:33]([CH3:35])[CH3:34])(=[O:31])=[O:32])[CH2:23]3)=[CH:7][CH:6]=1. The catalyst class is: 1. (6) Reactant: [C:1]([O:5][C:6]([NH:8][C@@H:9]([CH2:13][NH:14][C:15]1[CH:20]=[CH:19][CH:18]=[CH:17][C:16]=1[N+:21]([O-])=O)[C:10]([OH:12])=O)=[O:7])([CH3:4])([CH3:3])[CH3:2].C(OC(N[CH:32](CN)[C:33]([OH:35])=[O:34])=O)(C)(C)C.F[C:39]1C=CC=CC=1[N+]([O-])=O.C(=O)(O)[O-].[Na+]. Product: [CH3:39][O:35][C:33](=[O:34])[CH2:32][N:21]1[C:10](=[O:12])[CH:9]([NH:8][C:6]([O:5][C:1]([CH3:2])([CH3:3])[CH3:4])=[O:7])[CH2:13][NH:14][C:15]2[CH:20]=[CH:19][CH:18]=[CH:17][C:16]1=2. The catalyst class is: 145. (7) Reactant: Cl[C:2]1[CH:7]=[CH:6][N:5]=[C:4]([N:8]2[C:20](=[O:21])[C:19]3[N:11]([C:12]4[C@H:13]5[CH2:22][C@@H:16]([C:17]=4[CH:18]=3)[CH2:15][CH2:14]5)[CH2:10][CH2:9]2)[C:3]=1[CH:23]=[O:24].[CH3:25][N:26]1[CH:31]=[C:30](B2OC(C)(C)C(C)(C)O2)[CH:29]=[C:28]([NH:41][C:42]2[CH:47]=[CH:46][C:45]([N:48]3[CH2:53][CH2:52][N:51]([CH:54]4[CH2:57][O:56][CH2:55]4)[CH2:50][C@@H:49]3[CH3:58])=[CH:44][N:43]=2)[C:27]1=[O:59].[O-]P([O-])([O-])=O.[K+].[K+].[K+].C([O-])(=O)C.[Na+]. Product: [CH3:25][N:26]1[C:27](=[O:59])[C:28]([NH:41][C:42]2[CH:47]=[CH:46][C:45]([N:48]3[CH2:53][CH2:52][N:51]([CH:54]4[CH2:55][O:56][CH2:57]4)[CH2:50][C@@H:49]3[CH3:58])=[CH:44][N:43]=2)=[CH:29][C:30]([C:2]2[CH:7]=[CH:6][N:5]=[C:4]([N:8]3[C:20](=[O:21])[C:19]4[N:11]([C:12]5[C@H:13]6[CH2:22][C@@H:16]([C:17]=5[CH:18]=4)[CH2:15][CH2:14]6)[CH2:10][CH2:9]3)[C:3]=2[CH:23]=[O:24])=[CH:31]1. The catalyst class is: 379.